Task: Predict the product of the given reaction.. Dataset: Forward reaction prediction with 1.9M reactions from USPTO patents (1976-2016) (1) The product is: [Cl:1][C:2]1[CH:10]=[C:9]2[C:5]([C:6]([C:11]([N:13]3[CH2:18][CH2:17][C:16]4([C:22]5[CH:23]=[CH:24][CH:25]=[CH:26][C:21]=5[CH2:20][O:19]4)[CH2:15][CH2:14]3)=[O:12])=[CH:7][N:8]2[CH2:28][C:29]2[CH:34]=[CH:33][N:32]=[C:31]([CH3:35])[CH:30]=2)=[CH:4][CH:3]=1. Given the reactants [Cl:1][C:2]1[CH:10]=[C:9]2[C:5]([C:6]([C:11]([N:13]3[CH2:18][CH2:17][C:16]4([C:22]5[CH:23]=[CH:24][CH:25]=[CH:26][C:21]=5[CH2:20][O:19]4)[CH2:15][CH2:14]3)=[O:12])=[CH:7][NH:8]2)=[CH:4][CH:3]=1.Cl[CH2:28][C:29]1[CH:34]=[CH:33][N:32]=[C:31]([CH3:35])[CH:30]=1, predict the reaction product. (2) Given the reactants [Br:1][C:2]1[CH:3]=[C:4]([C:8]2([CH:15]([F:17])[F:16])[NH:13][C:12](=S)[CH2:11][O:10][CH2:9]2)[CH:5]=[CH:6][CH:7]=1.[NH3:18], predict the reaction product. The product is: [Br:1][C:2]1[CH:3]=[C:4]([C:8]2([CH:15]([F:17])[F:16])[CH2:9][O:10][CH2:11][C:12]([NH2:18])=[N:13]2)[CH:5]=[CH:6][CH:7]=1. (3) Given the reactants [Cl:1][C:2]1[CH:3]=[C:4]([C:12]2[O:16][N:15]=[C:14]([C:17]3[CH:18]=[CH:19][CH:20]=[C:21]4[C:25]=3[N:24]([CH3:26])[CH:23]=[CH:22]4)[N:13]=2)[CH:5]=[CH:6][C:7]=1[O:8][CH:9]([CH3:11])[CH3:10].C1C(=O)N([Br:34])C(=O)C1, predict the reaction product. The product is: [Br:34][C:22]1[C:21]2[C:25](=[C:17]([C:14]3[N:13]=[C:12]([C:4]4[CH:5]=[CH:6][C:7]([O:8][CH:9]([CH3:10])[CH3:11])=[C:2]([Cl:1])[CH:3]=4)[O:16][N:15]=3)[CH:18]=[CH:19][CH:20]=2)[N:24]([CH3:26])[CH:23]=1. (4) Given the reactants [N:1]12[CH2:9][CH2:8][CH:5]([CH2:6][CH2:7]1)[N:4]([C:10]1[CH:15]=[CH:14][C:13]([NH2:16])=[CH:12][CH:11]=1)[CH2:3][CH2:2]2.[N+:17]([C:20]1[CH:28]=[CH:27][C:23]([C:24]([Cl:26])=[O:25])=[CH:22][CH:21]=1)([O-:19])=[O:18], predict the reaction product. The product is: [ClH:26].[N:1]12[CH2:9][CH2:8][CH:5]([CH2:6][CH2:7]1)[N:4]([C:10]1[CH:15]=[CH:14][C:13]([NH:16][C:24](=[O:25])[C:23]3[CH:22]=[CH:21][C:20]([N+:17]([O-:19])=[O:18])=[CH:28][CH:27]=3)=[CH:12][CH:11]=1)[CH2:3][CH2:2]2. (5) Given the reactants [Cl:1][C:2]1[CH:19]=[CH:18][C:17]([Cl:20])=[CH:16][C:3]=1[CH2:4][N:5]1[CH2:10][CH2:9][NH:8][C:7]2[N:11]=[CH:12][C:13](I)=[CH:14][C:6]1=2.[CH3:21][O:22][C:23]1[N:28]=[CH:27][C:26](B(O)O)=[CH:25][N:24]=1, predict the reaction product. The product is: [Cl:1][C:2]1[CH:19]=[CH:18][C:17]([Cl:20])=[CH:16][C:3]=1[CH2:4][N:5]1[CH2:10][CH2:9][NH:8][C:7]2[N:11]=[CH:12][C:13]([C:26]3[CH:25]=[N:24][C:23]([O:22][CH3:21])=[N:28][CH:27]=3)=[CH:14][C:6]1=2. (6) The product is: [CH3:8][C:6]1[CH:5]=[C:4]([NH:9][C:10]2[N:15]=[C:14]([C:16]([F:18])([F:17])[F:19])[CH:13]=[CH:12][N:11]=2)[CH:3]=[C:2]([C:24]2[CH:25]=[N:20][CH:21]=[N:22][CH:23]=2)[CH:7]=1.[CH:29]([O-:31])=[O:30]. Given the reactants Br[C:2]1[CH:3]=[C:4]([NH:9][C:10]2[N:15]=[C:14]([C:16]([F:19])([F:18])[F:17])[CH:13]=[CH:12][N:11]=2)[CH:5]=[C:6]([CH3:8])[CH:7]=1.[N:20]1[CH:25]=[C:24](B(O)O)[CH:23]=[N:22][CH:21]=1.[C:29](=O)([O-:31])[O-:30].[Na+].[Na+].C(#N)C, predict the reaction product.